Task: Predict the reactants needed to synthesize the given product.. Dataset: Full USPTO retrosynthesis dataset with 1.9M reactions from patents (1976-2016) (1) Given the product [C:13]([O:12][C:11]([NH:10][C:5]1[C:6]([O:8][CH3:9])=[CH:7][C:2]([Cl:1])=[CH:3][C:4]=1[CH:18]=[C:21]([C:22]([O:24][CH2:25][CH3:26])=[O:23])[C:20]([O:28][CH2:29][CH3:30])=[O:27])=[O:17])([CH3:14])([CH3:15])[CH3:16], predict the reactants needed to synthesize it. The reactants are: [Cl:1][C:2]1[CH:7]=[C:6]([O:8][CH3:9])[C:5]([NH:10][C:11](=[O:17])[O:12][C:13]([CH3:16])([CH3:15])[CH3:14])=[C:4]([CH:18]=O)[CH:3]=1.[C:20]([O:28][CH2:29][CH3:30])(=[O:27])[CH2:21][C:22]([O:24][CH2:25][CH3:26])=[O:23].N1CCCCC1.C(O)(=O)C1C=CC=CC=1. (2) Given the product [CH3:1][O:2][CH2:3][C@@H:4]([O:6][C:7]1[CH:8]=[C:9]([CH:14]=[C:15]([O:17][CH2:18][C:19]2[CH:20]=[CH:21][CH:22]=[CH:23][CH:24]=2)[CH:16]=1)[C:10]([OH:12])=[O:11])[CH3:5], predict the reactants needed to synthesize it. The reactants are: [CH3:1][O:2][CH2:3][C@@H:4]([O:6][C:7]1[CH:8]=[C:9]([CH:14]=[C:15]([O:17][CH2:18][C:19]2[CH:24]=[CH:23][CH:22]=[CH:21][CH:20]=2)[CH:16]=1)[C:10]([O:12]C)=[O:11])[CH3:5].[OH-].[Na+].